This data is from Full USPTO retrosynthesis dataset with 1.9M reactions from patents (1976-2016). The task is: Predict the reactants needed to synthesize the given product. Given the product [CH2:25]([O:24][C:22]([N:21]1[CH2:20][CH2:19][C@@:16]23[C:17]4[CH:18]=[C:5]([O:4][CH2:3][Cl:35])[CH:6]=[CH:7][C:8]=4[CH2:9][C@@H:10]1[C@@H:11]2[CH2:12][CH2:13][CH2:14][CH2:15]3)=[O:23])[C:26]1[CH:31]=[CH:30][CH:29]=[CH:28][CH:27]=1, predict the reactants needed to synthesize it. The reactants are: CS[CH2:3][O:4][C:5]1[CH:6]=[CH:7][C:8]2[CH2:9][C@H:10]3[N:21]([C:22]([O:24][CH2:25][C:26]4[CH:31]=[CH:30][CH:29]=[CH:28][CH:27]=4)=[O:23])[CH2:20][CH2:19][C@@:16]4([C:17]=2[CH:18]=1)[C@H:11]3[CH2:12][CH2:13][CH2:14][CH2:15]4.S(Cl)([Cl:35])(=O)=O.